Task: Predict the reactants needed to synthesize the given product.. Dataset: Retrosynthesis with 50K atom-mapped reactions and 10 reaction types from USPTO (1) Given the product Clc1ccc2ccoc2c1Nc1ncnc2cc(OCCN3CCCC3)cc(OC3CCCC3)c12, predict the reactants needed to synthesize it. The reactants are: Clc1ncnc2cc(OCCN3CCCC3)cc(OC3CCCC3)c12.Nc1c(Cl)ccc2ccoc12. (2) Given the product COC1(N2CC(C)C(=O)C(C#N)C2)OCCO1, predict the reactants needed to synthesize it. The reactants are: COC(=O)N1CC(C)C(=O)C(C#N)C1.OCCO. (3) The reactants are: Cc1cc(N2CCNCC2)ccc1NC(=O)c1nc[nH]c1C(=O)Nc1nc2ccccc2[nH]1.O=C=Nc1ccccc1. Given the product Cc1cc(N2CCN(C(=O)Nc3ccccc3)CC2)ccc1NC(=O)c1nc[nH]c1C(=O)Nc1nc2ccccc2[nH]1, predict the reactants needed to synthesize it. (4) Given the product Nc1ncccc1C(=O)NCc1ccc(OCc2ccccc2)c(O)c1, predict the reactants needed to synthesize it. The reactants are: COCOc1cc(CNC(=O)c2cccnc2N)ccc1OCc1ccccc1. (5) Given the product Nc1ccccc1S(=O)(=O)N1CC=CC1, predict the reactants needed to synthesize it. The reactants are: O=[N+]([O-])c1ccccc1S(=O)(=O)N1CC=CC1. (6) Given the product O=C(NC1CC2CCCC(C1)N2CC1CCCCCCC1)C1c2ccccc2Oc2ccccc21, predict the reactants needed to synthesize it. The reactants are: O=C(NC1CC2CCCC(C1)N2)C1c2ccccc2Oc2ccccc21.O=CC1CCCCCCC1. (7) Given the product COc1ccc(/C=C/c2cccc(I)c2)cc1, predict the reactants needed to synthesize it. The reactants are: CCOP(=O)(Cc1cccc(I)c1)OCC.COc1ccc(C=O)cc1.